From a dataset of Catalyst prediction with 721,799 reactions and 888 catalyst types from USPTO. Predict which catalyst facilitates the given reaction. (1) Reactant: Cl[CH2:2][CH:3]1[CH2:7][CH2:6][O:5][CH2:4]1.C(=O)([O-])[O-].[K+].[K+].[CH2:14]([NH2:17])[CH2:15][NH2:16]. Product: [O:5]1[CH2:6][CH2:7][CH:3]([CH2:2][NH:16][CH2:15][CH2:14][NH2:17])[CH2:4]1. The catalyst class is: 8. (2) Reactant: [C:1]([O:5][C:6]([NH:8][C:9]([NH:18][C@@H:19]1[CH2:24][CH2:23][CH2:22][CH2:21][C@@H:20]1[NH:25][C:26]1[C:35]2[C:30](=[CH:31][CH:32]=[C:33]([O:36][CH3:37])[CH:34]=2)[N:29]=[C:28]([NH:38]CC2C=CC(OC)=CC=2)[N:27]=1)=[N:10][C:11]([O:13][C:14]([CH3:17])([CH3:16])[CH3:15])=[O:12])=[O:7])([CH3:4])([CH3:3])[CH3:2].C[N+]1([O-])CCOCC1.O. Product: [C:14]([O:13][C:11]([NH:10][C:9]([NH:18][C@@H:19]1[CH2:24][CH2:23][CH2:22][CH2:21][C@@H:20]1[NH:25][C:26]1[C:35]2[C:30](=[CH:31][CH:32]=[C:33]([O:36][CH3:37])[CH:34]=2)[N:29]=[C:28]([NH2:38])[N:27]=1)=[N:8][C:6]([O:5][C:1]([CH3:4])([CH3:3])[CH3:2])=[O:7])=[O:12])([CH3:15])([CH3:16])[CH3:17]. The catalyst class is: 678. (3) Reactant: [NH2:1][C:2]1[C:11]2[C:6](=[CH:7][C:8]([C:12]([NH2:14])=[O:13])=[CH:9][CH:10]=2)[CH2:5][C:4]([C:19]2[CH:24]=[CH:23][CH:22]=[C:21](Br)[CH:20]=2)([C:15]([F:18])([F:17])[F:16])[N:3]=1.P([O-])([O-])([O-])=[O:27].[K+].[K+].[K+].[CH3:34][O:35][C:36]1[CH:37]=[C:38](B(O)O)[CH:39]=[CH:40][CH:41]=1.C[O:46]CCOC.[OH2:51].C(O)C. Product: [F:16][C:15]([F:18])([F:17])[C:4]([OH:27])=[O:51].[NH2:1][C:2]1[C:11]2[C:6](=[CH:7][C:8]([C:12]([NH2:14])=[O:13])=[CH:9][CH:10]=2)[CH2:5][C:4]([C:19]2[CH:20]=[C:21]([C:40]3[CH:39]=[CH:38][CH:37]=[C:36]([O:35][CH3:34])[CH:41]=3)[CH:22]=[CH:23][CH:24]=2)([C:15]([F:18])([F:17])[F:16])[N:3]=1.[C:4]([OH:46])([C:15]([F:18])([F:17])[F:16])=[O:51]. The catalyst class is: 235. (4) Reactant: Br[C:2]1[CH:11]=[CH:10][C:9]2[C:4](=[CH:5][C:6]([O:12][C@H:13]3[CH2:18][CH2:17][C@@H:16]([C:19]([F:22])([F:21])[F:20])[CH2:15][CH2:14]3)=[CH:7][CH:8]=2)[CH:3]=1.[Li]CCCC.CN([CH:31]=[O:32])C. Product: [F:22][C:19]([F:21])([F:20])[C@@H:16]1[CH2:15][CH2:14][C@H:13]([O:12][C:6]2[CH:5]=[C:4]3[C:9]([CH:10]=[CH:11][C:2]([CH:31]=[O:32])=[CH:3]3)=[CH:8][CH:7]=2)[CH2:18][CH2:17]1. The catalyst class is: 1. (5) Reactant: [O:1]1[C:5]2([CH2:10][CH2:9][C:8]([C:11]3[S:19][C:18]4[C:13](=[N:14][CH:15]=[CH:16][C:17]=4[O:20][C:21]4[CH:27]=[CH:26][C:24]([NH2:25])=[CH:23][C:22]=4[F:28])[CH:12]=3)=[CH:7][CH2:6]2)[O:4][CH2:3][CH2:2]1.[F:29][C:30]1[CH:35]=[CH:34][C:33]([N:36]2[C:41](=[O:42])[C:40]([C:43](O)=[O:44])=[CH:39][CH:38]=[N:37]2)=[CH:32][CH:31]=1.Cl.C(N=C=NCCCN(C)C)C.N1(O)C2C=CC=CC=2N=N1.C(N(C(C)C)C(C)C)C. Product: [O:4]1[C:5]2([CH2:10][CH2:9][C:8]([C:11]3[S:19][C:18]4[C:13](=[N:14][CH:15]=[CH:16][C:17]=4[O:20][C:21]4[CH:27]=[CH:26][C:24]([NH:25][C:43]([C:40]5[C:41](=[O:42])[N:36]([C:33]6[CH:34]=[CH:35][C:30]([F:29])=[CH:31][CH:32]=6)[N:37]=[CH:38][CH:39]=5)=[O:44])=[CH:23][C:22]=4[F:28])[CH:12]=3)=[CH:7][CH2:6]2)[O:1][CH2:2][CH2:3]1. The catalyst class is: 3.